Dataset: Full USPTO retrosynthesis dataset with 1.9M reactions from patents (1976-2016). Task: Predict the reactants needed to synthesize the given product. (1) Given the product [C:21]([O:20][C:18]([N:15]1[CH2:14][CH2:13][CH:12]([CH2:11][CH2:10][C:7]2[C:6]3[CH:25]=[CH:26][C:3]([C:1]([OH:41])=[O:2])=[C:4]([CH2:27][O:28][CH:29]4[CH2:34][CH2:33][CH2:32][CH2:31][O:30]4)[C:5]=3[O:9][N:8]=2)[CH2:17][CH2:16]1)=[O:19])([CH3:24])([CH3:23])[CH3:22], predict the reactants needed to synthesize it. The reactants are: [CH:1]([C:3]1[CH:26]=[CH:25][C:6]2[C:7]([CH2:10][CH2:11][CH:12]3[CH2:17][CH2:16][N:15]([C:18]([O:20][C:21]([CH3:24])([CH3:23])[CH3:22])=[O:19])[CH2:14][CH2:13]3)=[N:8][O:9][C:5]=2[C:4]=1[CH2:27][O:28][CH:29]1[CH2:34][CH2:33][CH2:32][CH2:31][O:30]1)=[O:2].CC(=CC)C.P([O-])(O)(O)=[O:41].[Na+].Cl([O-])=O.[Na+].[Cl-].[NH4+]. (2) Given the product [C:15]([C:10]1[CH:11]=[CH:12][C:13]2[O:14][CH2:6][O:7][C:8]=2[CH:9]=1)([CH3:16])=[CH2:2], predict the reactants needed to synthesize it. The reactants are: [Li][CH2:2]CCC.[CH2:6]1[O:14][C:13]2[CH:12]=[CH:11][C:10]([C:15](=O)[CH3:16])=[CH:9][C:8]=2[O:7]1.O. (3) Given the product [Cl:1][C:2]1[CH:7]=[CH:6][C:5]([S:8]([N:11]2[C@H:16]([CH2:17][OH:18])[CH2:15][C:14]3[NH:22][N:23]=[CH:24][C:13]=3[C@@H:12]2[CH2:25][OH:26])(=[O:9])=[O:10])=[CH:4][CH:3]=1, predict the reactants needed to synthesize it. The reactants are: [Cl:1][C:2]1[CH:7]=[CH:6][C:5]([S:8]([N:11]2[C@H:16]([C:17](OCC)=[O:18])[CH2:15][C:14]3[NH:22][N:23]=[CH:24][C:13]=3[C@@H:12]2[C:25](OCC)=[O:26])(=[O:10])=[O:9])=[CH:4][CH:3]=1.[Li+].[BH4-]. (4) The reactants are: [F:1][C:2]1[NH:7]/[C:6](=[N:8]\[NH:9][C:10]([CH:12]([CH2:22][CH:23]([CH3:25])[CH3:24])[CH2:13][NH:14][C:15](=[O:21])[O:16][C:17]([CH3:20])([CH3:19])[CH3:18])=O)/[CH:5]=[C:4]([C:26]2[CH:31]=[CH:30][N:29]=[C:28]([NH:32][C:33]3[N:34]([CH3:38])[N:35]=[CH:36][CH:37]=3)[N:27]=2)[CH:3]=1.CCN(C(C)C)C(C)C.C1C=CC(P(C2C=CC=CC=2)C2C=CC=CC=2)=CC=1.BrBr. Given the product [F:1][C:2]1[N:7]2[C:10]([CH:12]([CH2:22][CH:23]([CH3:25])[CH3:24])[CH2:13][NH:14][C:15](=[O:21])[O:16][C:17]([CH3:20])([CH3:19])[CH3:18])=[N:9][N:8]=[C:6]2[CH:5]=[C:4]([C:26]2[CH:31]=[CH:30][N:29]=[C:28]([NH:32][C:33]3[N:34]([CH3:38])[N:35]=[CH:36][CH:37]=3)[N:27]=2)[CH:3]=1, predict the reactants needed to synthesize it. (5) Given the product [C:1]([O:4][CH2:5][CH2:6][C:7](=[CH2:8])[CH2:9][CH2:11][CH3:12])(=[O:3])[CH3:2], predict the reactants needed to synthesize it. The reactants are: [C:1]([O:4][CH2:5][CH2:6][C:7]([CH2:9]Br)=[CH2:8])(=[O:3])[CH3:2].[C:11](OCCC=CCBr)(=O)[CH2:12]C. (6) Given the product [CH3:1][O:2][C:3]1[CH:20]=[CH:19][C:6]2[N:7]=[C:8]([C:10]3[CH:15]=[CH:14][CH:13]=[C:12]([O:16][CH3:17])[CH:11]=3)[S:9][C:5]=2[CH:4]=1, predict the reactants needed to synthesize it. The reactants are: [CH3:1][O:2][C:3]1[CH:20]=[CH:19][C:6]2[N:7]=[C:8]([C:10]3[CH:15]=[CH:14][CH:13]=[C:12]([O:16][CH3:17])[C:11]=3Br)[S:9][C:5]=2[CH:4]=1.C(=O)([O-])[O-].[Cs+].[Cs+].C(B(CC)CC)C.C(=O)(O)[O-].[Na+]. (7) Given the product [F:26][C:23]1[CH:22]=[CH:21][C:20]([N:19]2[C:10]3=[C:11]4[C:15](=[C:6]5[N:5]([CH3:27])[CH:4]=[CH:3][C:2]([NH:1][C:68](=[O:69])[CH2:67][C:65]6[CH:64]=[N:63][N:62]([CH3:61])[CH:66]=6)=[C:7]5[CH:8]=[CH:9]3)[C:14](=[O:16])[NH:13][C:12]4=[CH:17][CH2:18]2)=[CH:25][CH:24]=1, predict the reactants needed to synthesize it. The reactants are: [NH2:1][C:2]1[CH:3]=[CH:4][N:5]([CH3:27])[C:6]2[C:7]=1[CH:8]=[CH:9][C:10]1[N:19]([C:20]3[CH:25]=[CH:24][C:23]([F:26])=[CH:22][CH:21]=3)[CH2:18][CH:17]=[C:12]3[NH:13][C:14](=[O:16])[C:15]=2[C:11]=13.C(N(CC)C(C)C)(C)C.CN(C(ON1N=NC2C=CC=NC1=2)=[N+](C)C)C.F[P-](F)(F)(F)(F)F.[CH3:61][N:62]1[CH:66]=[C:65]([CH2:67][C:68](O)=[O:69])[CH:64]=[N:63]1. (8) Given the product [NH2:1][C:4]1[CH:5]=[CH:6][C:7]([C:10]2[CH:11]=[CH:12][C:13]([C:16]34[CH2:21][CH2:20][C:19]([CH2:24][C:25]([O:27][CH3:28])=[O:26])([CH2:22][CH2:23]3)[O:18][CH2:17]4)=[CH:14][CH:15]=2)=[CH:8][CH:9]=1, predict the reactants needed to synthesize it. The reactants are: [N+:1]([C:4]1[CH:9]=[CH:8][C:7]([C:10]2[CH:15]=[CH:14][C:13]([C:16]34[CH2:23][CH2:22][C:19]([CH2:24][C:25]([O:27][CH3:28])=[O:26])([CH2:20][CH2:21]3)[O:18][CH2:17]4)=[CH:12][CH:11]=2)=[CH:6][CH:5]=1)([O-])=O.CCOC(C)=O.[H][H]. (9) The reactants are: [C:1]([O:5][C:6](=[O:24])[N:7]([C@@H:18]1[CH2:22][CH2:21][CH2:20][C@H:19]1[NH2:23])[CH2:8][CH2:9][CH2:10][C:11]1[CH:16]=[CH:15][C:14]([Cl:17])=[CH:13][CH:12]=1)([CH3:4])([CH3:3])[CH3:2].[CH3:25][S:26]([C:29]1[CH:37]=[CH:36][C:32]([C:33](O)=[O:34])=[CH:31][CH:30]=1)(=[O:28])=[O:27].C1C=CC2N(O)N=NC=2C=1. Given the product [C:1]([O:5][C:6](=[O:24])[N:7]([CH2:8][CH2:9][CH2:10][C:11]1[CH:12]=[CH:13][C:14]([Cl:17])=[CH:15][CH:16]=1)[C@@H:18]1[CH2:22][CH2:21][CH2:20][C@H:19]1[NH:23][C:33](=[O:34])[C:32]1[CH:31]=[CH:30][C:29]([S:26]([CH3:25])(=[O:28])=[O:27])=[CH:37][CH:36]=1)([CH3:4])([CH3:2])[CH3:3], predict the reactants needed to synthesize it. (10) Given the product [CH:1]1([C:4]([C:6]2[CH:15]=[CH:14][CH:13]=[C:12]3[C:7]=2[CH:8]=[CH:9][C:10]([NH:16][C@H:17]2[C:25]4[C:20](=[CH:21][CH:22]=[CH:23][CH:24]=4)[CH2:19][CH2:18]2)=[N:11]3)=[N:27][OH:28])[CH2:3][CH2:2]1, predict the reactants needed to synthesize it. The reactants are: [CH:1]1([C:4]([C:6]2[CH:15]=[CH:14][CH:13]=[C:12]3[C:7]=2[CH:8]=[CH:9][C:10]([NH:16][C@H:17]2[C:25]4[C:20](=[CH:21][CH:22]=[CH:23][CH:24]=4)[CH2:19][CH2:18]2)=[N:11]3)=O)[CH2:3][CH2:2]1.Cl.[NH2:27][OH:28].C(=O)([O-])[O-].[Na+].[Na+].O.